Dataset: Forward reaction prediction with 1.9M reactions from USPTO patents (1976-2016). Task: Predict the product of the given reaction. (1) Given the reactants I[C:2]1[C:10]2[C:5](=[N:6][CH:7]=[CH:8][C:9]=2[O:11][C:12]2[CH:13]=[C:14]([CH:18]=[CH:19][CH:20]=2)[C:15]([O-:17])=[O:16])[N:4]([CH2:21][C:22]2[CH:27]=[CH:26][C:25]([O:28][CH3:29])=[CH:24][CH:23]=2)[N:3]=1.[NH2:30][C@@H:31]1[CH2:35][CH2:34][N:33]([C:36]([O:38][C:39]([CH3:42])([CH3:41])[CH3:40])=[O:37])[CH2:32]1.[CH3:43][C:44]1(C)C2C(=C(P(C3C=CC=CC=3)C3C=CC=CC=3)C=CC=2)OC2C(P(C3C=CC=CC=3)C3C=CC=CC=3)=CC=CC1=2.C(=O)([O-])[O-].[Cs+].[Cs+], predict the reaction product. The product is: [CH2:43]([O:17][C:15]([C:14]1[CH:13]=[C:12]([CH:20]=[CH:19][CH:18]=1)[O:11][C:9]1[CH:8]=[CH:7][N:6]=[C:5]2[N:4]([CH2:21][C:22]3[CH:27]=[CH:26][C:25]([O:28][CH3:29])=[CH:24][CH:23]=3)[N:3]=[C:2]([NH:30][C@@H:31]3[CH2:35][CH2:34][N:33]([C:36]([O:38][C:39]([CH3:42])([CH3:41])[CH3:40])=[O:37])[CH2:32]3)[C:10]=12)=[O:16])[CH3:44]. (2) Given the reactants Cl[C:2]1[N:7]=[C:6](Cl)[C:5]([F:9])=[CH:4][N:3]=1.[CH3:10][C:11]1[C:17]([CH3:18])=[C:16]([OH:19])[CH:15]=[CH:14][C:12]=1[NH2:13], predict the reaction product. The product is: [CH3:10][C:11]1[C:17]([CH3:18])=[C:16]([OH:19])[CH:15]=[CH:14][C:12]=1[NH:13][C:2]1[N:7]=[C:6]([NH:13][C:12]2[CH:14]=[CH:15][C:16]([OH:19])=[C:17]([CH3:18])[C:11]=2[CH3:10])[C:5]([F:9])=[CH:4][N:3]=1. (3) The product is: [F:5][C:6]1[CH:14]=[CH:13][C:9]([C:10]([OH:12])=[O:11])=[CH:8][C:7]=1[O:15][CH2:1][O:2][CH3:3]. Given the reactants [CH3:1][O:2][CH2:3]Cl.[F:5][C:6]1[CH:14]=[CH:13][C:9]([C:10]([OH:12])=[O:11])=[CH:8][C:7]=1[OH:15].Cl.C(OCC)(=O)C, predict the reaction product. (4) Given the reactants Cl[CH2:2][C:3]([C:5]1[CH:6]=[CH:7][C:8]2[O:13][CH2:12][CH2:11][CH2:10][C:9]=2[CH:14]=1)=O.[C:15]([NH2:23])(=[S:22])[C:16]1[CH:21]=[CH:20][CH:19]=[CH:18][CH:17]=1, predict the reaction product. The product is: [O:13]1[C:8]2[CH:7]=[CH:6][C:5]([C:3]3[N:23]=[C:15]([C:16]4[CH:21]=[CH:20][CH:19]=[CH:18][CH:17]=4)[S:22][CH:2]=3)=[CH:14][C:9]=2[CH2:10][CH2:11][CH2:12]1. (5) The product is: [NH2:19][C:16]1[CH:17]=[CH:18][C:9]([OH:8])=[C:10]([CH:15]=1)[C:11]([NH:13][CH3:14])=[O:12]. Given the reactants C([O:8][C:9]1[CH:18]=[CH:17][C:16]([N+:19]([O-])=O)=[CH:15][C:10]=1[C:11]([NH:13][CH3:14])=[O:12])C1C=CC=CC=1, predict the reaction product.